This data is from Catalyst prediction with 721,799 reactions and 888 catalyst types from USPTO. The task is: Predict which catalyst facilitates the given reaction. (1) Reactant: Cl[CH2:2][C:3]([N:5]([CH2:16][CH2:17][OH:18])[CH2:6][C:7]1[CH:12]=[CH:11][CH:10]=[CH:9][C:8]=1[N+:13]([O-:15])=[O:14])=[O:4].[H-].[Na+].C(OCC)(=O)C.O. Product: [N+:13]([C:8]1[CH:9]=[CH:10][CH:11]=[CH:12][C:7]=1[CH2:6][N:5]1[CH2:16][CH2:17][O:18][CH2:2][C:3]1=[O:4])([O-:15])=[O:14]. The catalyst class is: 7. (2) Reactant: [CH:1]1([C:7]2[C:11]3[CH:12]=[CH:13][C:14]([OH:16])=[CH:15][C:10]=3[O:9][N:8]=2)[CH2:6][CH2:5][CH2:4][CH2:3][CH2:2]1.Cl.Cl[CH2:19][CH2:20][N:21]1[CH2:26][CH2:25][CH2:24][CH2:23][CH2:22]1.C([O-])([O-])=O.[K+].[K+].O. Product: [CH:1]1([C:7]2[C:11]3[CH:12]=[CH:13][C:14]([O:16][CH2:19][CH2:20][N:21]4[CH2:26][CH2:25][CH2:24][CH2:23][CH2:22]4)=[CH:15][C:10]=3[O:9][N:8]=2)[CH2:2][CH2:3][CH2:4][CH2:5][CH2:6]1. The catalyst class is: 23. (3) Reactant: C(OC([NH:11][C@H:12]1[C@@H:18]2[CH:19]=[CH:20][C@@H:14]([C@@H:15]3[C@H:17]2[CH2:16]3)[C@H:13]1[C:21]([O:23][CH3:24])=[O:22])=O)C1C=CC=CC=1. Product: [NH2:11][C@H:12]1[C@@H:18]2[CH2:19][CH2:20][C@@H:14]([C@@H:15]3[C@H:17]2[CH2:16]3)[C@H:13]1[C:21]([O:23][CH3:24])=[O:22]. The catalyst class is: 78. (4) Reactant: CN(C(ON1N=NC2C=CC=NC1=2)=[N+](C)C)C.F[P-](F)(F)(F)(F)F.[NH2:25][C:26]1([CH2:32][OH:33])[CH2:31][CH2:30][O:29][CH2:28][CH2:27]1.[F:34][CH:35]([F:67])[O:36][C:37]1[CH:38]=[C:39]2[C:43](=[CH:44][CH:45]=1)[N:42]([CH3:46])[N:41]=[C:40]2[C:47]1[N:48]=[C:49]2[C:55]([C:56](O)=[O:57])=[CH:54][N:53]([CH2:59][O:60][CH2:61][CH2:62][Si:63]([CH3:66])([CH3:65])[CH3:64])[C:50]2=[N:51][CH:52]=1. Product: [F:67][CH:35]([F:34])[O:36][C:37]1[CH:38]=[C:39]2[C:43](=[CH:44][CH:45]=1)[N:42]([CH3:46])[N:41]=[C:40]2[C:47]1[N:48]=[C:49]2[C:55]([C:56]([NH:25][C:26]3([CH2:32][OH:33])[CH2:31][CH2:30][O:29][CH2:28][CH2:27]3)=[O:57])=[CH:54][N:53]([CH2:59][O:60][CH2:61][CH2:62][Si:63]([CH3:65])([CH3:64])[CH3:66])[C:50]2=[N:51][CH:52]=1. The catalyst class is: 3. (5) Reactant: [CH:1]([NH:4][CH2:5][CH2:6][OH:7])([CH3:3])[CH3:2].[Br:8][C:9]1[CH:10]=[C:11]([CH:15]=[CH:16][CH:17]=1)[C:12](Cl)=[O:13]. Product: [Br:8][C:9]1[CH:10]=[C:11]([CH:15]=[CH:16][CH:17]=1)[C:12]([N:4]([CH2:5][CH2:6][OH:7])[CH:1]([CH3:3])[CH3:2])=[O:13]. The catalyst class is: 2.